This data is from Reaction yield outcomes from USPTO patents with 853,638 reactions. The task is: Predict the reaction yield, written as a fraction of the theoretical maximum amount of product (1.0 means a 100% yield; for example, 0.34 means a 34% yield). The reactants are [Cl:1][C:2]1[CH:7]=[CH:6][C:5]([C@:8]2(O)[CH2:13][CH2:12][N:11]([C:14]([O:16][CH2:17][CH3:18])=[O:15])[CH2:10][C:9]2([CH3:20])[CH3:19])=[CH:4][CH:3]=1.S(=O)(=O)(O)[OH:23].[C:27](#[N:29])[CH3:28]. No catalyst specified. The product is [C:27]([NH:29][C:8]1([C:5]2[CH:6]=[CH:7][C:2]([Cl:1])=[CH:3][CH:4]=2)[CH2:13][CH2:12][N:11]([C:14]([O:16][CH2:17][CH3:18])=[O:15])[CH2:10][C:9]1([CH3:20])[CH3:19])(=[O:23])[CH3:28]. The yield is 0.672.